Dataset: Full USPTO retrosynthesis dataset with 1.9M reactions from patents (1976-2016). Task: Predict the reactants needed to synthesize the given product. (1) The reactants are: [Si]([O:8][CH:9]1CCCC(=O)CC[CH2:10]1)(C(C)(C)C)(C)C.N.C(B1OC(C)(C)C(C)(C)O1)C=C.[CH2:31]([C:34]1([NH2:41])[CH2:39][CH2:38][CH:37](O)[CH2:36][CH2:35]1)[CH:32]=[CH2:33]. Given the product [CH2:31]([C:34]1([NH2:41])[CH2:39][CH2:38][CH2:37][CH:9]([OH:8])[CH2:10][CH2:36][CH2:35]1)[CH:32]=[CH2:33], predict the reactants needed to synthesize it. (2) Given the product [NH2:8][C:6]1[CH:5]=[CH:4][C:3]([N:11]2[CH2:16][CH2:15][N:14]([C:17]([O:19][C:20]([CH3:22])([CH3:21])[CH3:23])=[O:18])[CH2:13][CH2:12]2)=[C:2]([F:1])[CH:7]=1, predict the reactants needed to synthesize it. The reactants are: [F:1][C:2]1[CH:7]=[C:6]([N+:8]([O-])=O)[CH:5]=[CH:4][C:3]=1[N:11]1[CH2:16][CH2:15][N:14]([C:17]([O:19][C:20]([CH3:23])([CH3:22])[CH3:21])=[O:18])[CH2:13][CH2:12]1. (3) Given the product [N:1]1([C:6]2[N:7]=[CH:8][C:9]([C:22]3[N:23]=[C:24]4[C:29](=[CH:30][CH:31]=3)[N:28]=[CH:27][C:26]3[CH:32]=[CH:33][C:34](=[O:46])[N:35]([C:36]5[CH:41]=[CH:40][CH:39]=[C:38]([C:42]([F:44])([F:43])[F:45])[CH:37]=5)[C:25]4=3)=[CH:10][CH:11]=2)[CH:5]=[CH:4][CH:3]=[N:2]1, predict the reactants needed to synthesize it. The reactants are: [N:1]1([C:6]2[CH:11]=[CH:10][C:9](B3OC(C)(C)C(C)(C)O3)=[CH:8][N:7]=2)[CH:5]=[CH:4][CH:3]=[N:2]1.Cl[C:22]1[N:23]=[C:24]2[C:29](=[CH:30][CH:31]=1)[N:28]=[CH:27][C:26]1[CH:32]=[CH:33][C:34](=[O:46])[N:35]([C:36]3[CH:41]=[CH:40][CH:39]=[C:38]([C:42]([F:45])([F:44])[F:43])[CH:37]=3)[C:25]2=1.C(=O)([O-])[O-].[Na+].[Na+]. (4) Given the product [Br:8][C:6]1[CH:7]=[C:2]([NH:67][C:14]2[CH:15]=[CH:16][N:17]=[CH:12][N:13]=2)[C:3](=[O:10])[N:4]([CH3:9])[CH:5]=1, predict the reactants needed to synthesize it. The reactants are: Br[C:2]1[C:3](=[O:10])[N:4]([CH3:9])[CH:5]=[C:6]([Br:8])[CH:7]=1.N[C:12]1[N:17]=[CH:16][CH:15]=[CH:14][N:13]=1.C(=O)([O-])[O-].[Cs+].[Cs+].CC1(C)C2C(=C(P(C3C=CC=CC=3)C3C=CC=CC=3)C=CC=2)OC2C(P(C3C=CC=CC=3)C3C=CC=CC=3)=CC=CC1=2.C[N:67](C=O)C. (5) Given the product [O:4]1[C:5]2[CH:11]=[CH:10][C:9]([CH2:12][OH:13])=[CH:8][C:6]=2[NH:7][CH2:2][CH2:3]1, predict the reactants needed to synthesize it. The reactants are: O=[C:2]1[NH:7][C:6]2[CH:8]=[C:9]([CH:12]=[O:13])[CH:10]=[CH:11][C:5]=2[O:4][CH2:3]1.[H-].[Al+3].[Li+].[H-].[H-].[H-].O.[OH-].[Na+]. (6) Given the product [OH:1][C@:2]1([C:16]2[S:17][C:18]([C:21]3[CH:26]=[C:25]([NH:27][C:28]4[N:33]=[C:32]([C:34]([F:36])([F:37])[F:35])[CH:31]=[CH:30][N:29]=4)[CH:24]=[C:23]([CH3:38])[CH:22]=3)=[CH:19][N:20]=2)[CH2:11][CH2:10][CH2:9][C:8]2[CH:7]=[C:6]([C:12]([OH:14])=[O:13])[CH:5]=[CH:4][C:3]1=2, predict the reactants needed to synthesize it. The reactants are: [OH:1][C@:2]1([C:16]2[S:17][C:18]([C:21]3[CH:26]=[C:25]([NH:27][C:28]4[N:33]=[C:32]([C:34]([F:37])([F:36])[F:35])[CH:31]=[CH:30][N:29]=4)[CH:24]=[C:23]([CH3:38])[CH:22]=3)=[CH:19][N:20]=2)[CH2:11][CH2:10][CH2:9][C:8]2[CH:7]=[C:6]([C:12]([O:14]C)=[O:13])[CH:5]=[CH:4][C:3]1=2.[OH-].[K+].FC(F)(F)C(O)=O.